From a dataset of Full USPTO retrosynthesis dataset with 1.9M reactions from patents (1976-2016). Predict the reactants needed to synthesize the given product. (1) The reactants are: Br[CH2:2][CH2:3][CH2:4][C:5]1[CH:10]=[CH:9][CH:8]=[CH:7][CH:6]=1.[Cl:11][C:12]1[CH:13]=[N:14][CH:15]=[C:16]([Cl:33])[C:17]=1[NH:18][C:19]1[C:28]2[C:23](=[C:24]([OH:31])[C:25]([O:29][CH3:30])=[CH:26][CH:27]=2)[O:22][C:21](=[O:32])[CH:20]=1. Given the product [Cl:11][C:12]1[CH:13]=[N:14][CH:15]=[C:16]([Cl:33])[C:17]=1[NH:18][C:19]1[C:28]2[C:23](=[C:24]([O:31][CH2:2][CH2:3][CH2:4][C:5]3[CH:10]=[CH:9][CH:8]=[CH:7][CH:6]=3)[C:25]([O:29][CH3:30])=[CH:26][CH:27]=2)[O:22][C:21](=[O:32])[CH:20]=1, predict the reactants needed to synthesize it. (2) Given the product [CH2:1]([N:8]1[CH2:9][CH:10]2[CH2:16][CH:14]([CH2:13][N:12]([C:23]([N:17]3[CH2:22][CH2:21][CH2:20][CH2:19][CH2:18]3)=[O:24])[CH2:11]2)[CH2:15]1)[C:2]1[CH:7]=[CH:6][CH:5]=[CH:4][CH:3]=1, predict the reactants needed to synthesize it. The reactants are: [CH2:1]([N:8]1[CH2:15][CH:14]2[CH2:16][CH:10]([CH2:11][NH:12][CH2:13]2)[CH2:9]1)[C:2]1[CH:7]=[CH:6][CH:5]=[CH:4][CH:3]=1.[N:17]1([C:23](Cl)=[O:24])[CH2:22][CH2:21][CH2:20][CH2:19][CH2:18]1. (3) Given the product [Cl:1][C:2]1[CH:3]=[CH:4][C:5]([CH2:6][CH2:7][O:8][C:9]2[N:14]=[N:13][C:12]([C:15]3[CH:21]=[CH:20][C:18]([NH:19][S:26]([C:25]([F:31])([F:30])[F:24])(=[O:28])=[O:27])=[CH:17][CH:16]=3)=[CH:11][CH:10]=2)=[CH:22][CH:23]=1, predict the reactants needed to synthesize it. The reactants are: [Cl:1][C:2]1[CH:23]=[CH:22][C:5]([CH2:6][CH2:7][O:8][C:9]2[N:14]=[N:13][C:12]([C:15]3[CH:21]=[CH:20][C:18]([NH2:19])=[CH:17][CH:16]=3)=[CH:11][CH:10]=2)=[CH:4][CH:3]=1.[F:24][C:25]([F:31])([F:30])[S:26](Cl)(=[O:28])=[O:27].O. (4) Given the product [CH2:11]([O:10][CH2:9][CH2:8][CH2:7][CH2:6][C:5]([CH3:19])([CH3:18])[C:4]([OH:20])=[O:3])[C:12]1[CH:17]=[CH:16][CH:15]=[CH:14][CH:13]=1, predict the reactants needed to synthesize it. The reactants are: C([O:3][C:4](=[O:20])[C:5]([CH3:19])([CH3:18])[CH2:6][CH2:7][CH2:8][CH2:9][O:10][CH2:11][C:12]1[CH:17]=[CH:16][CH:15]=[CH:14][CH:13]=1)C.[OH-].[K+].O.